This data is from Full USPTO retrosynthesis dataset with 1.9M reactions from patents (1976-2016). The task is: Predict the reactants needed to synthesize the given product. (1) Given the product [CH2:24]([Cl:26])[Cl:25].[CH3:11][CH2:10][CH2:9][CH2:17][CH2:13][CH3:12], predict the reactants needed to synthesize it. The reactants are: C(OC(N[C:9]1[CH:10]=[CH:11][C:12](O)=[C:13]([CH:17]=1)C(O)=O)=O)(C)(C)C.OS(O)(=O)=O.[CH2:24]([Cl:26])[Cl:25]. (2) Given the product [F:21][C:17]1[CH:16]=[C:15]2[C:20]([C:11]([N:10]3[C:4]4[C:5](=[N:6][CH:7]=[C:2]([B:31]([OH:35])[OH:32])[CH:3]=4)[C:8]([CH3:29])([CH3:30])[CH2:9]3)=[C:12]([CH3:28])[C:13]([C:22]3[CH:27]=[CH:26][CH:25]=[CH:24][N:23]=3)=[N:14]2)=[CH:19][CH:18]=1, predict the reactants needed to synthesize it. The reactants are: Br[C:2]1[CH:3]=[C:4]2[N:10]([C:11]3[C:20]4[C:15](=[CH:16][C:17]([F:21])=[CH:18][CH:19]=4)[N:14]=[C:13]([C:22]4[CH:27]=[CH:26][CH:25]=[CH:24][N:23]=4)[C:12]=3[CH3:28])[CH2:9][C:8]([CH3:30])([CH3:29])[C:5]2=[N:6][CH:7]=1.[B:31]1(B2OC(C)(C)C(C)(C)O2)[O:35]C(C)(C)C(C)(C)[O:32]1.C([O-])(=O)C.[K+]. (3) Given the product [F:1][C:2]1[CH:3]=[C:4]2[C:9](=[CH:10][CH:11]=1)[N:8]=[C:7]([NH:12][C:13]([N:30]1[CH2:29][CH2:28][N:27]([C:23]3[CH:24]=[CH:25][CH:26]=[C:21]([Cl:20])[CH:22]=3)[CH2:32][CH2:31]1)=[O:17])[C:6]([O:18][CH3:19])=[N:5]2, predict the reactants needed to synthesize it. The reactants are: [F:1][C:2]1[CH:3]=[C:4]2[C:9](=[CH:10][CH:11]=1)[N:8]=[C:7]([NH:12][C:13](=[O:17])OCC)[C:6]([O:18][CH3:19])=[N:5]2.[Cl:20][C:21]1[CH:22]=[C:23]([N:27]2[CH2:32][CH2:31][NH:30][CH2:29][CH2:28]2)[CH:24]=[CH:25][CH:26]=1. (4) Given the product [F:21][C:6]1[C:5]([CH:4]=[O:3])=[CH:10][C:9]2[NH:11][C:16](=[O:17])[CH2:15][S:14][C:8]=2[CH:7]=1, predict the reactants needed to synthesize it. The reactants are: C([O:3][C:4](=O)[C:5]1[CH:10]=[C:9]([N+:11]([O-])=O)[C:8]([S:14][CH2:15][C:16](OCC)=[O:17])=[CH:7][C:6]=1[F:21])C.C(OC(=O)C1C=C([N+]([O-])=O)C(F)=CC=1F)C.CCN(CC)CC.SCC(OCC)=O. (5) Given the product [CH:1]([O:14][C:15]1[C:16]2[C:35](=[O:36])[N:34]([CH2:37][C:38]3[CH:39]=[CH:40][C:41]([F:44])=[CH:42][CH:43]=3)[CH2:33][C:17]=2[C:18]([C:58]2[C:53]([O:52][CH3:51])=[N:54][CH:55]=[CH:56][CH:57]=2)=[C:19]2[C:24]=1[N:23]=[CH:22][CH:21]=[CH:20]2)([C:8]1[CH:13]=[CH:12][CH:11]=[CH:10][CH:9]=1)[C:2]1[CH:3]=[CH:4][CH:5]=[CH:6][CH:7]=1, predict the reactants needed to synthesize it. The reactants are: [CH:1]([O:14][C:15]1[C:16]2[C:35](=[O:36])[N:34]([CH2:37][C:38]3[CH:43]=[CH:42][C:41]([F:44])=[CH:40][CH:39]=3)[CH2:33][C:17]=2[C:18](OS(C(F)(F)F)(=O)=O)=[C:19]2[C:24]=1[N:23]=[CH:22][CH:21]=[CH:20]2)([C:8]1[CH:13]=[CH:12][CH:11]=[CH:10][CH:9]=1)[C:2]1[CH:7]=[CH:6][CH:5]=[CH:4][CH:3]=1.C([O-])([O-])=O.[K+].[K+].[CH3:51][O:52][C:53]1[C:58](B(O)O)=[CH:57][CH:56]=[CH:55][N:54]=1.CCOC(C)=O.CCCCCC.